Dataset: Reaction yield outcomes from USPTO patents with 853,638 reactions. Task: Predict the reaction yield, written as a fraction of the theoretical maximum amount of product (1.0 means a 100% yield; for example, 0.34 means a 34% yield). The reactants are Cl.Cl[CH2:3][C:4]1[N:8]2[CH:9]=[CH:10][CH:11]=[CH:12][C:7]2=[N:6][C:5]=1[C:13]1[CH:18]=[CH:17][C:16]([Cl:19])=[CH:15][CH:14]=1.[F:20][C:21]1[CH:26]=[C:25]([F:27])[N:24]=[C:23]([NH2:28])[N:22]=1. No catalyst specified. The product is [Cl:19][C:16]1[CH:17]=[CH:18][C:13]([C:5]2[N:6]=[C:7]3[CH:12]=[CH:11][CH:10]=[CH:9][N:8]3[C:4]=2[CH2:3][NH:28][C:23]2[N:24]=[C:25]([F:27])[CH:26]=[C:21]([F:20])[N:22]=2)=[CH:14][CH:15]=1. The yield is 0.340.